The task is: Predict the reactants needed to synthesize the given product.. This data is from Full USPTO retrosynthesis dataset with 1.9M reactions from patents (1976-2016). (1) Given the product [C:17]([O:10][C:4]1[CH:5]=[CH:6][C:7]([S:8][CH3:9])=[C:2]([CH3:1])[CH:3]=1)(=[O:19])[CH3:18], predict the reactants needed to synthesize it. The reactants are: [CH3:1][C:2]1[CH:3]=[C:4]([OH:10])[CH:5]=[CH:6][C:7]=1[S:8][CH3:9].N1C=CC=CC=1.[C:17](Cl)(=[O:19])[CH3:18]. (2) Given the product [Cl:28][C:13]1[C:14]([NH:18][C:19](=[O:27])[CH2:20][CH:21]2[CH2:26][CH2:25][CH2:24][CH2:23][CH2:22]2)=[C:15]2[C:10](=[CH:11][CH:12]=1)[N:9]=[C:8]([N:5]1[CH2:4][CH2:3][CH:2]([NH:1][S:36]([C:39]([F:42])([F:41])[F:40])(=[O:38])=[O:37])[CH2:7][CH2:6]1)[CH:17]=[CH:16]2, predict the reactants needed to synthesize it. The reactants are: [NH2:1][CH:2]1[CH2:7][CH2:6][N:5]([C:8]2[CH:17]=[CH:16][C:15]3[C:10](=[CH:11][CH:12]=[C:13]([Cl:28])[C:14]=3[NH:18][C:19](=[O:27])[CH2:20][CH:21]3[CH2:26][CH2:25][CH2:24][CH2:23][CH2:22]3)[N:9]=2)[CH2:4][CH2:3]1.C(N(CC)CC)C.[S:36](O[S:36]([C:39]([F:42])([F:41])[F:40])(=[O:38])=[O:37])([C:39]([F:42])([F:41])[F:40])(=[O:38])=[O:37].